From a dataset of Full USPTO retrosynthesis dataset with 1.9M reactions from patents (1976-2016). Predict the reactants needed to synthesize the given product. (1) Given the product [C:1]([O:39][CH:27]1[C:26]2[C:30](=[CH:31][CH:32]=[C:24]([Cl:23])[CH:25]=2)[N:29]([CH2:33][CH2:34][CH:35]([CH3:36])[CH3:37])[C:28]1=[O:38])(=[O:8])[C:2]1[CH:7]=[CH:6][CH:5]=[CH:4][CH:3]=1, predict the reactants needed to synthesize it. The reactants are: [C:1](OC1C2C(=CC=CC=2)N(CCC)C1=O)(=[O:8])[C:2]1[CH:7]=[CH:6][CH:5]=[CH:4][CH:3]=1.[Cl:23][C:24]1[CH:25]=[C:26]2[C:30](=[CH:31][CH:32]=1)[N:29]([CH2:33][CH2:34][CH:35]([CH3:37])[CH3:36])[C:28](=[O:38])[C:27]2=[O:39]. (2) Given the product [CH3:15][S:16]([O:6][C@@H:4]([CH2:3][C@H:2]([O:7][S:16]([CH3:15])(=[O:18])=[O:17])[CH3:1])[CH3:5])(=[O:18])=[O:17], predict the reactants needed to synthesize it. The reactants are: [CH3:1][C@@H:2]([OH:7])[CH2:3][C@H:4]([OH:6])[CH3:5].C(N(CC)CC)C.[CH3:15][S:16](Cl)(=[O:18])=[O:17]. (3) Given the product [Cl:1][C:2]1[CH:3]=[C:4]2[C:8](=[CH:9][CH:10]=1)[NH:7][CH:6]=[C:5]2[CH2:11][CH2:12][NH:13][C:14](=[O:23])[C:15]1[CH:20]=[CH:19][CH:18]=[C:17]([CH2:21][N:24]2[CH2:29][CH2:28][O:27][CH2:26][CH2:25]2)[CH:16]=1, predict the reactants needed to synthesize it. The reactants are: [Cl:1][C:2]1[CH:3]=[C:4]2[C:8](=[CH:9][CH:10]=1)[NH:7][CH:6]=[C:5]2[CH2:11][CH2:12][NH:13][C:14](=[O:23])[C:15]1[CH:20]=[CH:19][CH:18]=[C:17]([CH2:21]Cl)[CH:16]=1.[NH:24]1[CH2:29][CH2:28][O:27][CH2:26][CH2:25]1.[I-].[Na+].